From a dataset of NCI-60 drug combinations with 297,098 pairs across 59 cell lines. Regression. Given two drug SMILES strings and cell line genomic features, predict the synergy score measuring deviation from expected non-interaction effect. (1) Drug 1: C1=C(C(=O)NC(=O)N1)F. Drug 2: C1CNP(=O)(OC1)N(CCCl)CCCl. Cell line: MDA-MB-435. Synergy scores: CSS=22.2, Synergy_ZIP=1.64, Synergy_Bliss=1.50, Synergy_Loewe=-7.01, Synergy_HSA=2.99. (2) Drug 1: CCCS(=O)(=O)NC1=C(C(=C(C=C1)F)C(=O)C2=CNC3=C2C=C(C=N3)C4=CC=C(C=C4)Cl)F. Drug 2: C1CNP(=O)(OC1)N(CCCl)CCCl. Cell line: CAKI-1. Synergy scores: CSS=3.94, Synergy_ZIP=0.284, Synergy_Bliss=2.91, Synergy_Loewe=-7.51, Synergy_HSA=-2.25.